Dataset: Catalyst prediction with 721,799 reactions and 888 catalyst types from USPTO. Task: Predict which catalyst facilitates the given reaction. (1) Reactant: [ClH:1].C(OC([NH:9][CH2:10][C@H:11]1[CH2:16][CH2:15][C@H:14]([C:17]([NH:19][C@H:20]([C:53](=[O:66])[NH:54][C:55]2[CH:60]=[CH:59][C:58]([C:61]3[N:62]=[N:63][NH:64][N:65]=3)=[CH:57][CH:56]=2)[CH2:21][C:22]2[CH:23]=[CH:24][C:25]([O:51][CH3:52])=[C:26]([C:28]3[CH:33]=[CH:32][C:31]([C:34]([NH:36][CH:37]4[CH2:42][CH2:41][N:40](C(OC(C)(C)C)=O)[CH2:39][CH2:38]4)=[O:35])=[CH:30][C:29]=3[CH3:50])[CH:27]=2)=[O:18])[CH2:13][CH2:12]1)=O)(C)(C)C. Product: [ClH:1].[NH2:9][CH2:10][C@H:11]1[CH2:16][CH2:15][C@H:14]([C:17]([NH:19][C@H:20]([C:53](=[O:66])[NH:54][C:55]2[CH:56]=[CH:57][C:58]([C:61]3[N:62]=[N:63][NH:64][N:65]=3)=[CH:59][CH:60]=2)[CH2:21][C:22]2[CH:23]=[CH:24][C:25]([O:51][CH3:52])=[C:26]([C:28]3[CH:33]=[CH:32][C:31]([C:34]([NH:36][CH:37]4[CH2:38][CH2:39][NH:40][CH2:41][CH2:42]4)=[O:35])=[CH:30][C:29]=3[CH3:50])[CH:27]=2)=[O:18])[CH2:13][CH2:12]1. The catalyst class is: 12. (2) Reactant: [CH3:1][S:2]([C:5]1[CH:10]=[CH:9][C:8]([OH:11])=[CH:7][CH:6]=1)(=[O:4])=[O:3].C(O)(=O)C.[Br:16]Br.C([O-])(O)=O.[Na+]. Product: [Br:16][C:9]1[CH:10]=[C:5]([S:2]([CH3:1])(=[O:3])=[O:4])[CH:6]=[CH:7][C:8]=1[OH:11]. The catalyst class is: 28. (3) Product: [CH3:9][C:4]1[CH:3]=[C:2]([B:10]2[O:14][C:13]([CH3:16])([CH3:15])[C:12]([CH3:18])([CH3:17])[O:11]2)[CH:7]=[CH:6][C:5]=1[OH:8]. The catalyst class is: 12. Reactant: Br[C:2]1[CH:7]=[CH:6][C:5]([OH:8])=[C:4]([CH3:9])[CH:3]=1.[B:10]1([B:10]2[O:14][C:13]([CH3:16])([CH3:15])[C:12]([CH3:18])([CH3:17])[O:11]2)[O:14][C:13]([CH3:16])([CH3:15])[C:12]([CH3:18])([CH3:17])[O:11]1.C([O-])(=O)C.[K+].N#N. (4) The catalyst class is: 2. Reactant: C[O:2][C:3]1[CH:8]=[C:7]([CH3:9])[C:6]2[CH2:10][O:11][C@@H:12]3[C@H:16]([C:5]=2[CH:4]=1)[CH2:15][N:14]([C:17]([O:19][CH2:20][CH3:21])=[O:18])[CH2:13]3.B(Br)(Br)Br. Product: [OH:2][C:3]1[CH:8]=[C:7]([CH3:9])[C:6]2[CH2:10][O:11][C@@H:12]3[C@H:16]([C:5]=2[CH:4]=1)[CH2:15][N:14]([C:17]([O:19][CH2:20][CH3:21])=[O:18])[CH2:13]3. (5) Reactant: [CH:1]([C:3]1([NH:9][C:10](=[O:20])[CH2:11][C:12]2[CH:17]=[CH:16][C:15]([O:18][CH3:19])=[CH:14][CH:13]=2)[CH2:8][CH2:7][CH2:6][CH2:5][CH2:4]1)=O.[OH-].[Na+]. Product: [CH3:19][O:18][C:15]1[CH:16]=[CH:17][C:12]([C:11]2[C:10](=[O:20])[NH:9][C:3]3([CH2:8][CH2:7][CH2:6][CH2:5][CH2:4]3)[CH:1]=2)=[CH:13][CH:14]=1. The catalyst class is: 14. (6) Reactant: [F:1][C:2]([F:13])([F:12])[C:3]1[C:11]2[CH2:10][CH2:9][CH2:8][CH2:7][C:6]=2[NH:5][N:4]=1.Br[C:15]1[CH:20]=[CH:19][C:18]([O:21][CH2:22][CH2:23][CH3:24])=[CH:17][CH:16]=1.CN(C)CC(O)=O.C(=O)([O-])[O-].[K+].[K+]. Product: [CH2:22]([O:21][C:18]1[CH:19]=[CH:20][C:15]([N:5]2[C:6]3[CH2:7][CH2:8][CH2:9][CH2:10][C:11]=3[C:3]([C:2]([F:1])([F:12])[F:13])=[N:4]2)=[CH:16][CH:17]=1)[CH2:23][CH3:24]. The catalyst class is: 156. (7) Reactant: S(=O)(=O)(O)O.[NH2:6][C:7]1[CH:8]=[C:9]([CH:14]=[CH:15][CH:16]=1)[C:10]([O:12][CH3:13])=[O:11].[C:17]([S-:19])#[N:18].[K+].C1OCCOCCOCCOCCOCCOC1. Product: [CH3:13][O:12][C:10](=[O:11])[C:9]1[CH:14]=[CH:15][CH:16]=[C:7]([NH:6][C:17]([NH2:18])=[S:19])[CH:8]=1. The catalyst class is: 159.